Dataset: Full USPTO retrosynthesis dataset with 1.9M reactions from patents (1976-2016). Task: Predict the reactants needed to synthesize the given product. (1) The reactants are: [F:1][CH:2]([F:26])[C:3]([NH:5][CH2:6][C@@H:7]1[O:11][C:10](=[O:12])[N:9]([C:13]2[CH:18]=[CH:17][C:16]([N:19]3[CH2:24][CH2:23][NH:22][CH2:21][CH2:20]3)=[C:15]([F:25])[CH:14]=2)[CH2:8]1)=O.COC1C=CC(P2(SP(C3C=CC(OC)=CC=3)(=S)S2)=[S:36])=CC=1.CN1CCCN(C)C1=O. Given the product [F:1][CH:2]([F:26])[C:3](=[S:36])[NH:5][CH2:6][C@@H:7]1[O:11][C:10](=[O:12])[N:9]([C:13]2[CH:18]=[CH:17][C:16]([N:19]3[CH2:24][CH2:23][NH:22][CH2:21][CH2:20]3)=[C:15]([F:25])[CH:14]=2)[CH2:8]1, predict the reactants needed to synthesize it. (2) The reactants are: [O:1]1[CH2:6][CH2:5][N:4]([C:7]2[CH:13]=[CH:12][C:10]([NH2:11])=[CH:9][CH:8]=2)[CH2:3][CH2:2]1.[CH3:14][O:15][C:16]1[CH:33]=[CH:32][C:19]2[NH:20][C:21]([C:23]3[CH:31]=[CH:30][C:26]([C:27]([O-])=[O:28])=[CH:25][CH:24]=3)=[N:22][C:18]=2[CH:17]=1. Given the product [CH3:14][O:15][C:16]1[CH:33]=[CH:32][C:19]2[NH:20][C:21]([C:23]3[CH:31]=[CH:30][C:26]([C:27]([NH:11][C:10]4[CH:12]=[CH:13][C:7]([N:4]5[CH2:3][CH2:2][O:1][CH2:6][CH2:5]5)=[CH:8][CH:9]=4)=[O:28])=[CH:25][CH:24]=3)=[N:22][C:18]=2[CH:17]=1, predict the reactants needed to synthesize it. (3) The reactants are: [H-].[Na+].[OH:3][C:4]1[CH:13]=[CH:12][C:7]([C:8]([O:10][CH3:11])=[O:9])=[CH:6][N:5]=1.[CH:14](Br)([C:21]1[CH:26]=[CH:25][CH:24]=[CH:23][CH:22]=1)[C:15]1[CH:20]=[CH:19][CH:18]=[CH:17][CH:16]=1. Given the product [C:15]1([CH:14]([C:21]2[CH:22]=[CH:23][CH:24]=[CH:25][CH:26]=2)[N:5]2[C:4](=[O:3])[CH:13]=[CH:12][C:7]([C:8]([O:10][CH3:11])=[O:9])=[CH:6]2)[CH:20]=[CH:19][CH:18]=[CH:17][CH:16]=1, predict the reactants needed to synthesize it. (4) Given the product [C:1]([O:5][C:6](=[O:22])[NH:7][C:8]1[CH:13]=[CH:12][C:11]([C:14]2[CH:15]=[CH:16][C:17]([F:20])=[CH:18][CH:19]=2)=[CH:10][C:9]=1[NH:21][C:28](=[O:27])[CH2:29][C:30]([C:32]1[CH:37]=[CH:36][CH:35]=[C:34]([N:38]2[CH:42]=[CH:41][N:40]=[C:39]2[CH3:43])[CH:33]=1)=[O:31])([CH3:4])([CH3:2])[CH3:3], predict the reactants needed to synthesize it. The reactants are: [C:1]([O:5][C:6](=[O:22])[NH:7][C:8]1[CH:13]=[CH:12][C:11]([C:14]2[CH:19]=[CH:18][C:17]([F:20])=[CH:16][CH:15]=2)=[CH:10][C:9]=1[NH2:21])([CH3:4])([CH3:3])[CH3:2].C([O:27][C:28](=O)[CH2:29][C:30]([C:32]1[CH:37]=[CH:36][CH:35]=[C:34]([N:38]2[CH:42]=[CH:41][N:40]=[C:39]2[CH3:43])[CH:33]=1)=[O:31])(C)(C)C. (5) Given the product [F:40][C:41]([F:46])([F:45])[C:42]([OH:44])=[O:43].[OH:1][C:2]([C:5]1[CH:6]=[CH:7][C:8]([C:9]([NH:11][C:12]2[CH:17]=[C:16]([C:18]3[CH:27]=[C:26]4[C:21]([CH2:22][CH2:23][NH:24][CH2:25]4)=[CH:20][CH:19]=3)[N:15]3[N:35]=[CH:36][CH:37]=[C:14]3[N:13]=2)=[O:10])=[CH:38][CH:39]=1)([CH3:4])[CH3:3], predict the reactants needed to synthesize it. The reactants are: [OH:1][C:2]([C:5]1[CH:39]=[CH:38][C:8]([C:9]([NH:11][C:12]2[CH:17]=[C:16]([C:18]3[CH:27]=[C:26]4[C:21]([CH2:22][CH2:23][N:24](C(OC(C)(C)C)=O)[CH2:25]4)=[CH:20][CH:19]=3)[N:15]3[N:35]=[CH:36][CH:37]=[C:14]3[N:13]=2)=[O:10])=[CH:7][CH:6]=1)([CH3:4])[CH3:3].[F:40][C:41]([F:46])([F:45])[C:42]([OH:44])=[O:43]. (6) The reactants are: [F:1][C@H:2]1[CH2:19][C@@:17]2([CH3:18])[C@@H:13]([CH2:14][CH:15]=[C:16]2[C:20]2[CH:21]=[N:22][CH:23]=[C:24]([F:26])[CH:25]=2)[C@H:12]2[C@H:3]1[C:4]1[CH:5]=[CH:6][C:7]([C:27]([OH:29])=O)=[CH:8][C:9]=1[CH2:10][CH2:11]2.C(N1C=CN=C1)([N:32]1C=CN=C1)=O.Cl.N1C=CN=C1.N.Cl. Given the product [F:1][C@H:2]1[CH2:19][C@@:17]2([CH3:18])[C@@H:13]([CH2:14][CH:15]=[C:16]2[C:20]2[CH:21]=[N:22][CH:23]=[C:24]([F:26])[CH:25]=2)[C@H:12]2[C@H:3]1[C:4]1[CH:5]=[CH:6][C:7]([C:27]([NH2:32])=[O:29])=[CH:8][C:9]=1[CH2:10][CH2:11]2, predict the reactants needed to synthesize it. (7) Given the product [C:36]1([CH3:39])[CH:35]=[CH:34][C:33]([S:30]([NH:29][C:5]2[CH:6]=[CH:7][C:8]([O:10][C:11]3[CH:16]=[CH:15][C:14]([CH2:17][NH:18][S:19]([C:22]4[CH:23]=[CH:24][C:25]([CH3:28])=[CH:26][CH:27]=4)(=[O:20])=[O:21])=[CH:13][CH:12]=3)=[CH:9][C:4]=2[C:3]([OH:40])=[O:2])(=[O:31])=[O:32])=[CH:38][CH:37]=1, predict the reactants needed to synthesize it. The reactants are: C[O:2][C:3](=[O:40])[C:4]1[CH:9]=[C:8]([O:10][C:11]2[CH:16]=[CH:15][C:14]([CH2:17][NH:18][S:19]([C:22]3[CH:27]=[CH:26][C:25]([CH3:28])=[CH:24][CH:23]=3)(=[O:21])=[O:20])=[CH:13][CH:12]=2)[CH:7]=[CH:6][C:5]=1[NH:29][S:30]([C:33]1[CH:38]=[CH:37][C:36]([CH3:39])=[CH:35][CH:34]=1)(=[O:32])=[O:31].[Li+].[OH-].